From a dataset of Full USPTO retrosynthesis dataset with 1.9M reactions from patents (1976-2016). Predict the reactants needed to synthesize the given product. Given the product [Cl:22][C:17]1[CH:18]=[CH:19][CH:20]=[CH:21][C:16]=1[NH:15][C:14]([C:13]1[CH:12]=[N:11][N:10]2[C:5]([C:3]([OH:4])=[O:2])=[CH:6][C:7]([C:24](=[O:35])[NH:25][CH2:26][C:27]3[CH:32]=[CH:31][C:30]([F:33])=[C:29]([F:34])[CH:28]=3)=[N:8][C:9]=12)=[O:23], predict the reactants needed to synthesize it. The reactants are: C[O:2][C:3]([C:5]1[N:10]2[N:11]=[CH:12][C:13]([C:14](=[O:23])[NH:15][C:16]3[CH:21]=[CH:20][CH:19]=[CH:18][C:17]=3[Cl:22])=[C:9]2[N:8]=[C:7]([C:24](=[O:35])[NH:25][CH2:26][C:27]2[CH:32]=[CH:31][C:30]([F:33])=[C:29]([F:34])[CH:28]=2)[CH:6]=1)=[O:4].CO.[Li+].[OH-].OS([O-])(=O)=O.[Na+].